Dataset: Catalyst prediction with 721,799 reactions and 888 catalyst types from USPTO. Task: Predict which catalyst facilitates the given reaction. Reactant: [Cl:1][C:2]1[CH:3]=[C:4]([CH2:23][C:24](O)=[O:25])[CH:5]=[C:6]([O:8][C:9]2[CH:14]=[CH:13][C:12]([S:15]([CH3:18])(=[O:17])=[O:16])=[CH:11][C:10]=2[C:19]([F:22])([F:21])[F:20])[CH:7]=1.[F:27][C:28]([F:34])([F:33])[S:29]([NH2:32])(=[O:31])=[O:30].CCN(C(C)C)C(C)C.CN(C(ON1N=NC2C=CC=NC1=2)=[N+](C)C)C.F[P-](F)(F)(F)(F)F. Product: [Cl:1][C:2]1[CH:3]=[C:4]([CH2:23][C:24]([NH:32][S:29]([C:28]([F:34])([F:33])[F:27])(=[O:31])=[O:30])=[O:25])[CH:5]=[C:6]([O:8][C:9]2[CH:14]=[CH:13][C:12]([S:15]([CH3:18])(=[O:17])=[O:16])=[CH:11][C:10]=2[C:19]([F:21])([F:20])[F:22])[CH:7]=1. The catalyst class is: 473.